Dataset: Forward reaction prediction with 1.9M reactions from USPTO patents (1976-2016). Task: Predict the product of the given reaction. (1) Given the reactants [CH3:1][C:2]1([C:11]([C:13]2[C:21]3[C:16](=[N:17][CH:18]=[C:19]([C:22]4[CH:27]=[C:26]([O:28][CH3:29])[C:25]([O:30][CH3:31])=[C:24]([O:32][CH3:33])[CH:23]=4)[N:20]=3)[NH:15][CH:14]=2)=[O:12])[CH2:7][CH2:6][CH:5]([O:8]C=O)[CH2:4][CH2:3]1.[OH-].[Na+], predict the reaction product. The product is: [OH:8][CH:5]1[CH2:4][CH2:3][C:2]([C:11]([C:13]2[C:21]3[C:16](=[N:17][CH:18]=[C:19]([C:22]4[CH:23]=[C:24]([O:32][CH3:33])[C:25]([O:30][CH3:31])=[C:26]([O:28][CH3:29])[CH:27]=4)[N:20]=3)[NH:15][CH:14]=2)=[O:12])([CH3:1])[CH2:7][CH2:6]1. (2) Given the reactants [CH2:1]([O:5][C:6]([N:8]1[CH2:12][CH2:11][CH:10]([NH:13]C(OCC2C=CC=CC=2)=O)[CH2:9]1)=[O:7])[CH2:2][CH2:3][CH3:4], predict the reaction product. The product is: [CH2:1]([O:5][C:6]([N:8]1[CH2:12][CH2:11][CH:10]([NH2:13])[CH2:9]1)=[O:7])[CH2:2][CH2:3][CH3:4].